Dataset: Catalyst prediction with 721,799 reactions and 888 catalyst types from USPTO. Task: Predict which catalyst facilitates the given reaction. (1) Reactant: [H-].[Na+].[CH3:3][N:4]([CH3:28])[C@@H:5]1[CH2:9][CH2:8][N:7]([C:10]2[CH:15]=[CH:14][C:13]([NH:16][C:17]([C:19]3[S:20][C:21]([Br:27])=[CH:22][C:23]=3[CH2:24][CH2:25]Cl)=[O:18])=[CH:12][CH:11]=2)[CH2:6]1.O.C(OCC)(=O)C. Product: [Br:27][C:21]1[S:20][C:19]2[C:17](=[O:18])[N:16]([C:13]3[CH:14]=[CH:15][C:10]([N:7]4[CH2:8][CH2:9][C@@H:5]([N:4]([CH3:28])[CH3:3])[CH2:6]4)=[CH:11][CH:12]=3)[CH2:25][CH2:24][C:23]=2[CH:22]=1. The catalyst class is: 1. (2) Reactant: [Cl:1][C:2]1[CH:16]=[CH:15][CH:14]=[CH:13][C:3]=1[CH2:4][C:5]1[O:9][N:8]=[C:7]([C:10]([OH:12])=O)[CH:6]=1.[O:17]1[CH2:21][CH2:20][CH:19]([CH2:22][NH2:23])[CH2:18]1.ON1C2C=CC=CC=2N=N1.Cl.C(N=C=NCCCN(C)C)C. Product: [O:17]1[CH2:21][CH2:20][CH:19]([CH2:22][NH:23][C:10]([C:7]2[CH:6]=[C:5]([CH2:4][C:3]3[CH:13]=[CH:14][CH:15]=[CH:16][C:2]=3[Cl:1])[O:9][N:8]=2)=[O:12])[CH2:18]1. The catalyst class is: 408. (3) Reactant: C(N1C=CN=C1)(N1C=CN=C1)=O.[C:13]([O:17][C:18]([NH:20][CH2:21][CH2:22][CH2:23][CH2:24][C:25]1[CH:33]=[CH:32][C:28]([C:29]([OH:31])=O)=[CH:27][CH:26]=1)=[O:19])([CH3:16])([CH3:15])[CH3:14].[CH2:34]([CH2:36][NH2:37])[OH:35]. Product: [C:13]([O:17][C:18](=[O:19])[NH:20][CH2:21][CH2:22][CH2:23][CH2:24][C:25]1[CH:26]=[CH:27][C:28]([C:29](=[O:31])[NH:37][CH2:36][CH2:34][OH:35])=[CH:32][CH:33]=1)([CH3:14])([CH3:15])[CH3:16]. The catalyst class is: 1. (4) The catalyst class is: 7. Reactant: Cl[C:2]1[N:7]=[C:6]([CH3:8])[C:5]([CH:9]([CH2:14][CH2:15][CH3:16])[C:10]([O:12][CH3:13])=[O:11])=[C:4]([C:17]2[CH:22]=[CH:21][C:20]([CH3:23])=[CH:19][CH:18]=2)[N:3]=1.C(=O)([O-])[O-].[Cs+].[Cs+].[C:30]1([SH:36])[CH:35]=[CH:34][CH:33]=[CH:32][CH:31]=1. Product: [CH3:8][C:6]1[C:5]([CH:9]([CH2:14][CH2:15][CH3:16])[C:10]([O:12][CH3:13])=[O:11])=[C:4]([C:17]2[CH:22]=[CH:21][C:20]([CH3:23])=[CH:19][CH:18]=2)[N:3]=[C:2]([S:36][C:30]2[CH:35]=[CH:34][CH:33]=[CH:32][CH:31]=2)[N:7]=1.